The task is: Predict the reaction yield, written as a fraction of the theoretical maximum amount of product (1.0 means a 100% yield; for example, 0.34 means a 34% yield).. This data is from Reaction yield outcomes from USPTO patents with 853,638 reactions. The reactants are [CH2:1]([N:3]([CH2:16][CH3:17])[C:4](=[O:15])[C:5]1[CH:10]=[CH:9][C:8](F)=[C:7]([N+:12]([O-:14])=[O:13])[CH:6]=1)[CH3:2].[NH2:18][CH2:19][CH2:20][NH:21][C:22](=[O:24])[CH3:23]. The catalyst is CCO. The product is [C:22]([NH:21][CH2:20][CH2:19][NH:18][C:8]1[CH:9]=[CH:10][C:5]([C:4]([N:3]([CH2:16][CH3:17])[CH2:1][CH3:2])=[O:15])=[CH:6][C:7]=1[N+:12]([O-:14])=[O:13])(=[O:24])[CH3:23]. The yield is 0.630.